From a dataset of Forward reaction prediction with 1.9M reactions from USPTO patents (1976-2016). Predict the product of the given reaction. (1) Given the reactants Cl[C:2]1[S:3][C:4]2[CH:10]=[CH:9][CH:8]=[CH:7][C:5]=2[N:6]=1.[CH2:11]([N:13]([CH2:21][CH3:22])[C:14]1[CH:19]=[CH:18][C:17]([NH2:20])=[CH:16][CH:15]=1)[CH3:12], predict the reaction product. The product is: [S:3]1[C:4]2[CH:10]=[CH:9][CH:8]=[CH:7][C:5]=2[N:6]=[C:2]1[NH:20][C:17]1[CH:16]=[CH:15][C:14]([N:13]([CH2:21][CH3:22])[CH2:11][CH3:12])=[CH:19][CH:18]=1. (2) Given the reactants Br[C:2]1[C:10]2[C:5](=[N:6][CH:7]=[C:8]([Cl:11])[CH:9]=2)[N:4]([S:12]([C:15]2[CH:21]=[CH:20][C:18]([CH3:19])=[CH:17][CH:16]=2)(=[O:14])=[O:13])[CH:3]=1.[CH3:22][C:23]1([CH3:39])[C:27]([CH3:29])([CH3:28])[O:26][B:25]([B:25]2[O:26][C:27]([CH3:29])([CH3:28])[C:23]([CH3:39])([CH3:22])[O:24]2)[O:24]1.C(O[K])(C)=O, predict the reaction product. The product is: [Cl:11][C:8]1[CH:9]=[C:10]2[C:2]([B:25]3[O:26][C:27]([CH3:29])([CH3:28])[C:23]([CH3:39])([CH3:22])[O:24]3)=[CH:3][N:4]([S:12]([C:15]3[CH:21]=[CH:20][C:18]([CH3:19])=[CH:17][CH:16]=3)(=[O:14])=[O:13])[C:5]2=[N:6][CH:7]=1.